From a dataset of NCI-60 drug combinations with 297,098 pairs across 59 cell lines. Regression. Given two drug SMILES strings and cell line genomic features, predict the synergy score measuring deviation from expected non-interaction effect. (1) Drug 1: COC1=C(C=C2C(=C1)N=CN=C2NC3=CC(=C(C=C3)F)Cl)OCCCN4CCOCC4. Drug 2: C1CCC(C(C1)N)N.C(=O)(C(=O)[O-])[O-].[Pt+4]. Cell line: SK-MEL-2. Synergy scores: CSS=17.8, Synergy_ZIP=-2.96, Synergy_Bliss=-1.87, Synergy_Loewe=-0.658, Synergy_HSA=-0.440. (2) Drug 1: CC1=C(C=C(C=C1)NC2=NC=CC(=N2)N(C)C3=CC4=NN(C(=C4C=C3)C)C)S(=O)(=O)N.Cl. Drug 2: CC1C(C(CC(O1)OC2CC(CC3=C2C(=C4C(=C3O)C(=O)C5=C(C4=O)C(=CC=C5)OC)O)(C(=O)C)O)N)O.Cl. Cell line: SK-OV-3. Synergy scores: CSS=24.9, Synergy_ZIP=10.7, Synergy_Bliss=12.1, Synergy_Loewe=-3.35, Synergy_HSA=10.3.